This data is from Forward reaction prediction with 1.9M reactions from USPTO patents (1976-2016). The task is: Predict the product of the given reaction. (1) Given the reactants [Br:1][CH2:2][C:3]1[CH:8]=[CH:7][CH:6]=[C:5]([F:9])[C:4]=1[CH2:10]Br.[C:12]1([N:17]2[CH2:21][CH2:20][CH2:19][CH2:18]2)[CH2:16][CH2:15][CH2:14][CH:13]=1.CCN(C(C)C)C(C)C, predict the reaction product. The product is: [Br-:1].[F:9][C:5]1[C:4]2[CH2:10][CH:13]3[C:12](=[N+:17]4[CH2:21][CH2:20][CH2:19][CH2:18]4)[CH:16]([CH2:2][C:3]=2[CH:8]=[CH:7][CH:6]=1)[CH2:15][CH2:14]3. (2) Given the reactants [Cl:1][C:2]1[CH:11]=[CH:10][C:9]2[CH:8]([OH:12])[CH2:7][CH2:6][CH2:5][C:4]=2[N:3]=1.[H-].[Na+].[CH3:15]I, predict the reaction product. The product is: [Cl:1][C:2]1[CH:11]=[CH:10][C:9]2[CH:8]([O:12][CH3:15])[CH2:7][CH2:6][CH2:5][C:4]=2[N:3]=1. (3) Given the reactants [NH2:1][C:2]1[CH:3]=[C:4]([OH:9])[CH:5]=[CH:6][C:7]=1[NH2:8].[S:10]1[CH:14]=[CH:13][CH:12]=[C:11]1[C:15](=O)[C:16](O)=[O:17], predict the reaction product. The product is: [OH:9][C:4]1[CH:3]=[C:2]2[C:7](=[CH:6][CH:5]=1)[NH:8][C:16](=[O:17])[C:15]([C:11]1[S:10][CH:14]=[CH:13][CH:12]=1)=[N:1]2. (4) Given the reactants Br[C:2]1[CH:3]=[C:4]([CH:21]=[C:22]([Cl:24])[CH:23]=1)[CH2:5][O:6][C:7]1[CH:12]=[CH:11][CH:10]=[CH:9][C:8]=1[CH2:13][C:14]([O:16][C:17]([CH3:20])([CH3:19])[CH3:18])=[O:15].[OH:25][CH2:26][C@@H:27]([NH:43][C:44](=[O:50])[O:45][C:46]([CH3:49])([CH3:48])[CH3:47])[C:28]1[CH:33]=[CH:32][CH:31]=[C:30](B2OC(C)(C)C(C)(C)O2)[CH:29]=1.[O-]P([O-])([O-])=O.[K+].[K+].[K+].C(Cl)Cl, predict the reaction product. The product is: [C:46]([O:45][C:44]([NH:43][C@@H:27]([C:28]1[CH:33]=[C:32]([C:2]2[CH:23]=[C:22]([Cl:24])[CH:21]=[C:4]([CH2:5][O:6][C:7]3[CH:12]=[CH:11][CH:10]=[CH:9][C:8]=3[CH2:13][C:14]([O:16][C:17]([CH3:20])([CH3:19])[CH3:18])=[O:15])[CH:3]=2)[CH:31]=[CH:30][CH:29]=1)[CH2:26][OH:25])=[O:50])([CH3:49])([CH3:47])[CH3:48]. (5) Given the reactants [Br:1][C:2]1[N:3]=[C:4]([C:9]2[NH:13][C:12]3[CH:14]=[C:15](C)[CH:16]=[CH:17][C:11]=3[N:10]=2)[C:5]([NH2:8])=[N:6][CH:7]=1.[C:27](O[C:27]([O:29][C:30]([CH3:33])([CH3:32])[CH3:31])=[O:28])([O:29][C:30]([CH3:33])([CH3:32])[CH3:31])=[O:28], predict the reaction product. The product is: [C:30]([O:29][C:27]([N:8]([C:27]([O:29][C:30]([CH3:31])([CH3:32])[CH3:33])=[O:28])[C:5]1[C:4]([C:9]2[N:10]([C:27]([O:29][C:30]([CH3:33])([CH3:32])[CH3:31])=[O:28])[C:11]3[CH:17]=[CH:16][CH:15]=[CH:14][C:12]=3[N:13]=2)=[N:3][C:2]([Br:1])=[CH:7][N:6]=1)=[O:28])([CH3:33])([CH3:32])[CH3:31]. (6) The product is: [C:14]1([C:13]2[O:23][C:5]3[CH:4]=[CH:9][CH:8]=[CH:7][C:6]=3[N:12]=2)[CH:22]=[CH:21][C:17]([C:18]2[O:11][C:7]3[CH:8]=[CH:9][CH:4]=[CH:5][C:6]=3[N:12]=2)=[CH:16][CH:15]=1. Given the reactants Cl.Cl.N[C:4]1[C:9](O)=[CH:8][C:7]([OH:11])=[C:6]([NH2:12])[CH:5]=1.[C:13](Cl)(=[O:23])[C:14]1[CH:22]=[CH:21][C:17]([C:18](Cl)=O)=[CH:16][CH:15]=1, predict the reaction product. (7) Given the reactants C(O)(=O)C.[Cl:5][C:6]1[CH:7]=[CH:8][C:9]([C:12](=O)[CH2:13][C:14](=O)[C:15]([O:17][CH2:18][CH3:19])=[O:16])=[N:10][CH:11]=1.[NH:22]([C:24]1[CH:25]=[N:26][CH:27]=[CH:28][CH:29]=1)[NH2:23].O, predict the reaction product. The product is: [Cl:5][C:6]1[CH:7]=[CH:8][C:9]([C:12]2[N:22]([C:24]3[CH:25]=[N:26][CH:27]=[CH:28][CH:29]=3)[N:23]=[C:14]([C:15]([O:17][CH2:18][CH3:19])=[O:16])[CH:13]=2)=[N:10][CH:11]=1. (8) The product is: [CH:9]1([NH:19][C:5](=[O:7])[CH:4]=[CH:3][CH:2]([CH3:1])[CH3:8])[C:18]2[C:13](=[CH:14][CH:15]=[CH:16][CH:17]=2)[CH2:12][CH2:11][CH2:10]1. Given the reactants [CH3:1][CH:2]([CH3:8])[CH:3]=[CH:4][C:5]([OH:7])=O.[CH:9]1([NH2:19])[C:18]2[C:13](=[CH:14][CH:15]=[CH:16][CH:17]=2)[CH2:12][CH2:11][CH2:10]1, predict the reaction product. (9) Given the reactants [NH2:1][C:2]1[O:6][C:5]([C:7]([O:9][CH3:10])=[O:8])=[CH:4][CH:3]=1.C=C[C:13](=[O:17])[CH2:14][CH2:15][CH3:16].[CH:18]1C=CC=C[CH:19]=1, predict the reaction product. The product is: [NH2:1][C:2]1[CH:18]=[CH:19][C:5]([OH:6])([C:7]([O:9][CH3:10])=[O:8])[CH2:4][C:3]=1[C:13](=[O:17])[CH2:14][CH2:15][CH3:16].